From a dataset of Reaction yield outcomes from USPTO patents with 853,638 reactions. Predict the reaction yield, written as a fraction of the theoretical maximum amount of product (1.0 means a 100% yield; for example, 0.34 means a 34% yield). (1) The reactants are C(Cl)(=O)C(Cl)=O.CS(C)=O.[C:11]([O:15][C:16]([N:18]1[CH2:22][C@H:21]([C:23]2[CH:28]=[CH:27][CH:26]=[CH:25][CH:24]=2)[C@@H:20]([CH2:29][OH:30])[CH2:19]1)=[O:17])([CH3:14])([CH3:13])[CH3:12].C(N(C(C)C)CC)(C)C. The catalyst is ClCCl. The product is [C:11]([O:15][C:16]([N:18]1[CH2:22][C@H:21]([C:23]2[CH:24]=[CH:25][CH:26]=[CH:27][CH:28]=2)[C@@H:20]([CH:29]=[O:30])[CH2:19]1)=[O:17])([CH3:14])([CH3:13])[CH3:12]. The yield is 0.700. (2) The reactants are [CH2:1]([C:5]1[S:6][CH:7]=[CH:8][CH:9]=1)[CH2:2][CH2:3][CH3:4].[CH2:10]([O:12][C:13](=[O:19])[C:14](OCC)=[O:15])[CH3:11].O. The catalyst is C1C=CC=CC=1.Cl[Ti](Cl)(Cl)Cl. The product is [CH2:10]([O:12][C:13](=[O:19])[C:14]([C:7]1[S:6][C:5]([CH2:1][CH2:2][CH2:3][CH3:4])=[CH:9][CH:8]=1)=[O:15])[CH3:11]. The yield is 0.460. (3) The reactants are C[O:2][C:3]([C:5]1[CH:14]=[CH:13][C:12]2[C:7](=[CH:8][CH:9]=[C:10]([C:15]([CH3:23])([CH3:22])[O:16][SiH2:17][C:18]([CH3:21])([CH3:20])[CH3:19])[CH:11]=2)[CH:6]=1)=O.[NH2:24][NH2:25]. The catalyst is O. The product is [C:18]([SiH2:17][O:16][C:15]([CH3:23])([CH3:22])[C:10]1[CH:11]=[C:12]2[C:7](=[CH:8][CH:9]=1)[CH:6]=[C:5]([C:3]([NH:24][NH2:25])=[O:2])[CH:14]=[CH:13]2)([CH3:21])([CH3:20])[CH3:19]. The yield is 0.880. (4) The reactants are CCCC[N+](CCCC)(CCCC)CCCC.[F-].[O:19]1[C:23]2[CH:24]=[CH:25][CH:26]=[CH:27][C:22]=2[CH:21]=[C:20]1[C:28]1[C:29](=[O:64])[NH:30][C:31](=[O:63])[C:32]=1[C:33]1[C:41]2[C:36](=[N:37][CH:38]=[CH:39][CH:40]=2)[N:35]([CH2:42][CH2:43][CH2:44][O:45][Si](C(C)(C)C)(C2C=CC=CC=2)C2C=CC=CC=2)[CH:34]=1. The catalyst is C1COCC1. The product is [O:19]1[C:23]2[CH:24]=[CH:25][CH:26]=[CH:27][C:22]=2[CH:21]=[C:20]1[C:28]1[C:29](=[O:64])[NH:30][C:31](=[O:63])[C:32]=1[C:33]1[C:41]2[C:36](=[N:37][CH:38]=[CH:39][CH:40]=2)[N:35]([CH2:42][CH2:43][CH2:44][OH:45])[CH:34]=1. The yield is 0.890. (5) The reactants are Br[C:2]1[CH:3]=[N:4][N:5]([CH3:7])[CH:6]=1.[Li]CCCC.[N:13]([C:22]([O:24][C:25]([CH3:28])([CH3:27])[CH3:26])=[O:23])=[N:14][C:15]([O:17][C:18]([CH3:21])([CH3:20])[CH3:19])=[O:16]. The catalyst is CCOCC. The product is [CH3:7][N:5]1[CH:6]=[C:2]([N:13]([C:22]([O:24][C:25]([CH3:28])([CH3:27])[CH3:26])=[O:23])[NH:14][C:15]([O:17][C:18]([CH3:19])([CH3:20])[CH3:21])=[O:16])[CH:3]=[N:4]1. The yield is 0.280. (6) The reactants are [BH4-].[Na+].[CH3:3][O:4][C:5](=[S:26])[NH:6][CH2:7][C:8]1[N:9]=[N:10][N:11]([C:13]2[CH:18]=[CH:17][C:16]([N:19]3[CH:23]=[CH:22][C:21]([CH:24]=[O:25])=[CH:20]3)=[CH:15][CH:14]=2)[CH:12]=1. The catalyst is CO. The product is [CH3:3][O:4][C:5](=[S:26])[NH:6][CH2:7][C:8]1[N:9]=[N:10][N:11]([C:13]2[CH:14]=[CH:15][C:16]([N:19]3[CH:23]=[CH:22][C:21]([CH2:24][OH:25])=[CH:20]3)=[CH:17][CH:18]=2)[CH:12]=1. The yield is 0.930. (7) The reactants are [OH:1][C:2]1[CH:3]=[C:4]([CH:21]=[C:22]([O:24][C@@H:25]([CH3:29])[CH2:26][O:27][CH3:28])[CH:23]=1)[C:5]([NH:7][C:8]1[CH:12]=[C:11]([CH3:13])[N:10]([C:14]([O:16][C:17]([CH3:20])([CH3:19])[CH3:18])=[O:15])[N:9]=1)=[O:6].[CH2:30]([O:32][C:33]([C:35]1[CH:40]=[CH:39][C:38](B(O)O)=[CH:37][CH:36]=1)=[O:34])[CH3:31].C(N(CC)CC)C. The catalyst is C(Cl)Cl.C([O-])(=O)C.[Cu+2].C([O-])(=O)C. The product is [CH2:30]([O:32][C:33]([C:35]1[CH:40]=[CH:39][C:38]([O:1][C:2]2[CH:3]=[C:4]([CH:21]=[C:22]([O:24][C@@H:25]([CH3:29])[CH2:26][O:27][CH3:28])[CH:23]=2)[C:5]([NH:7][C:8]2[CH:12]=[C:11]([CH3:13])[N:10]([C:14]([O:16][C:17]([CH3:20])([CH3:19])[CH3:18])=[O:15])[N:9]=2)=[O:6])=[CH:37][CH:36]=1)=[O:34])[CH3:31]. The yield is 0.0600.